From a dataset of Reaction yield outcomes from USPTO patents with 853,638 reactions. Predict the reaction yield, written as a fraction of the theoretical maximum amount of product (1.0 means a 100% yield; for example, 0.34 means a 34% yield). (1) The reactants are [C:1]1([CH:8]=[CH:7][CH:6]=[C:4]([OH:5])[CH:3]=1)[OH:2].O[CH:10]([C:14]1[CH:19]=CC=[CH:16][CH:15]=1)[C:11]([OH:13])=O.B(F)(F)F.CC[O:26][CH2:27][CH3:28].[CH3:29]S(Cl)(=O)=O. The catalyst is CCOCC.CCCCCC. The product is [CH:15]1[C:14]([C:10]2[C:11](=[O:13])[C:8]3[CH:7]=[CH:6][C:4]([OH:5])=[CH:3][C:1]=3[O:2][CH:29]=2)=[CH:19][CH:28]=[C:27]([OH:26])[CH:16]=1. The yield is 0.440. (2) The reactants are [CH3:1][O:2][C:3]1[CH:4]=[C:5]2[C:10](=[CH:11][CH:12]=1)[CH:9]=[C:8]([S:13]([N:16]1[CH2:21][CH2:20][CH2:19][CH2:18][CH:17]1[CH2:22][O:23][CH2:24][C:25]([OH:27])=O)(=[O:15])=[O:14])[CH:7]=[CH:6]2.C(N(C(C)C)CC)(C)C.ON1C2C=CC=CC=2N=N1.Cl.C(N=C=NCCCN(C)C)C.[CH3:59][N:60]1[CH2:65][CH2:64][CH:63]([N:66]2[CH2:71][CH2:70][NH:69][CH2:68][CH2:67]2)[CH2:62][CH2:61]1. The catalyst is ClCCl. The product is [CH3:1][O:2][C:3]1[CH:4]=[C:5]2[C:10](=[CH:11][CH:12]=1)[CH:9]=[C:8]([S:13]([N:16]1[CH2:21][CH2:20][CH2:19][CH2:18][CH:17]1[CH2:22][O:23][CH2:24][C:25]([N:69]1[CH2:68][CH2:67][N:66]([CH:63]3[CH2:64][CH2:65][N:60]([CH3:59])[CH2:61][CH2:62]3)[CH2:71][CH2:70]1)=[O:27])(=[O:14])=[O:15])[CH:7]=[CH:6]2. The yield is 0.500.